From a dataset of Peptide-MHC class II binding affinity with 134,281 pairs from IEDB. Regression. Given a peptide amino acid sequence and an MHC pseudo amino acid sequence, predict their binding affinity value. This is MHC class II binding data. (1) The peptide sequence is HELIMKDGRKLVVPCR. The MHC is DRB1_0701 with pseudo-sequence DRB1_0701. The binding affinity (normalized) is 0.265. (2) The peptide sequence is GWYRPPFSRVVHLYR. The MHC is HLA-DPA10201-DPB10101 with pseudo-sequence HLA-DPA10201-DPB10101. The binding affinity (normalized) is 0.0828. (3) The peptide sequence is AKNMKNLVWNDELAY. The MHC is DRB3_0202 with pseudo-sequence DRB3_0202. The binding affinity (normalized) is 0.380. (4) The binding affinity (normalized) is 0.193. The MHC is DRB1_0405 with pseudo-sequence DRB1_0405. The peptide sequence is IDLTKIDRCFQLRGNGV. (5) The peptide sequence is EGKQSLTKLAAAWGG. The MHC is DRB1_1101 with pseudo-sequence DRB1_1101. The binding affinity (normalized) is 0.488. (6) The peptide sequence is KDLFNTKSDSIYQ. The MHC is HLA-DPA10201-DPB10101 with pseudo-sequence HLA-DPA10201-DPB10101. The binding affinity (normalized) is 0.257.